Dataset: Drug-target binding data from BindingDB using Ki measurements. Task: Regression. Given a target protein amino acid sequence and a drug SMILES string, predict the binding affinity score between them. We predict pKi (pKi = -log10(Ki in M); higher means stronger inhibition). Dataset: bindingdb_ki. (1) The drug is CN(C(=O)Cc1ccccc1)[C@H]1CC[C@@]2(CCCO2)C[C@@H]1N1CCCC1. The target protein sequence is MDSPIQIFRGEPGPTCAPSACLPPNSSAWFPGWAEPDSNGSAGSEDAQLEPAHISPAIPVIITAVYSVVFVVGLVGNSLVMFVIIRYTKMKTATNIYIFNLALADALVTTTMPFQSTVYLMNSWPFGDVLCKIVISINYYNMFTSIFTLTMMSVDRYIAVCHPVKALDFRTPLKAKIINICIWLLSSSVGISAIVLGGTKVREDVDVIECSLQFPDDDYSWWDLFMKICVFIFAFVIPVLIIIVCYTLMILRLKSVRLLSGSREKDRNLRRITRLVLVVVAVFVVCWTPIHIFILVEALGSTSHSTAALSSYYFCIALGYTNSSLNPILYAFLDENFKRCFRDFCFPLKMRMERQSTSRVRNTVQDPAYLRDIDGMNKPV. The pKi is 5.4. (2) The drug is CC1(C)S[C@@H]2CS[C@@H](CS)N2[C@H]1C(=O)O. The target protein sequence is MFKLLSKLLVYLTASIMAIASPLAFSVDSSGEYPTVSEIPVGEVRLYQIADGVWSHIATQSFDGAVYPSNGLIVRDGDELLLIDTAWGAKNTAALLAEIEKQIGLPVTRAVSTHFHDDRVGGVDVLRAAGVATYASPSTRRLAEVEGNEIPTHSLEGLSSSGDAVRFGPVELFYPGAAHSTDNLVVYVPSASVLYGGCAIYELSLTSAGNVADADLAEWPTSIERIQQHYPEAQFVIPGHGLPGGLDLLKHTTNVVKAHTNRSVVE. The pKi is 4.9. (3) The pKi is 5.9. The compound is Cn1nc(S(N)(=O)=O)sc1=N. The target protein (Q5AJ71) has sequence MGRENILKYQLEHDHESDLVTEKDQSLLLDNNNNLNGMNNTIKTHPVRVSSGNHNNFPFTLSSESTLQDFLNNNKFFVDSIKHNHGNQIFDLNGQGQSPHTLWIGCSDSRAGDQCLATLPGEIFVHRNIANIVNANDISSQGVIQFAIDVLKVKKIIVCGHTDCGGIWASLSKKKIGGVLDLWLNPVRHIRAANLKLLEEYNQDPKLKAKKLAELNVISSVTALKRHPSASVALKKNEIEVWGMLYDVATGYLSQVEIPQDEFEDLFHVHDEHDEEEYNPH.